Dataset: Peptide-MHC class I binding affinity with 185,985 pairs from IEDB/IMGT. Task: Regression. Given a peptide amino acid sequence and an MHC pseudo amino acid sequence, predict their binding affinity value. This is MHC class I binding data. (1) The peptide sequence is MFKIVYSLV. The MHC is HLA-A30:01 with pseudo-sequence HLA-A30:01. The binding affinity (normalized) is 0.465. (2) The peptide sequence is KSINKVYGK. The MHC is Mamu-B08 with pseudo-sequence Mamu-B08. The binding affinity (normalized) is 0. (3) The peptide sequence is GTAPPPLTR. The MHC is HLA-A11:01 with pseudo-sequence HLA-A11:01. The binding affinity (normalized) is 0.720. (4) The peptide sequence is FHKRDMRLL. The MHC is HLA-A11:01 with pseudo-sequence HLA-A11:01. The binding affinity (normalized) is 0.0847. (5) The peptide sequence is LIKEFSEL. The MHC is H-2-Kb with pseudo-sequence H-2-Kb. The binding affinity (normalized) is 0.382. (6) The peptide sequence is GMSYYCKSHK. The MHC is HLA-A11:01 with pseudo-sequence HLA-A11:01. The binding affinity (normalized) is 0.583. (7) The peptide sequence is SASAFFGMSR. The MHC is HLA-A33:01 with pseudo-sequence HLA-A33:01. The binding affinity (normalized) is 0.557. (8) The peptide sequence is LQISQCQRI. The MHC is HLA-A02:01 with pseudo-sequence HLA-A02:01. The binding affinity (normalized) is 0.332. (9) The peptide sequence is FMFNELLAL. The MHC is HLA-A03:01 with pseudo-sequence HLA-A03:01. The binding affinity (normalized) is 0.0847. (10) The MHC is HLA-A02:01 with pseudo-sequence HLA-A02:01. The binding affinity (normalized) is 0.547. The peptide sequence is AQPGLLSYV.